This data is from Forward reaction prediction with 1.9M reactions from USPTO patents (1976-2016). The task is: Predict the product of the given reaction. (1) Given the reactants C1COCC1.[CH:6]1([O:11][C:12]2[CH:19]=[CH:18][C:15]([C:16]#[N:17])=[CH:14][CH:13]=2)[CH2:10][CH2:9][CH2:8][CH2:7]1, predict the reaction product. The product is: [CH:6]1([O:11][C:12]2[CH:13]=[CH:14][C:15]([CH2:16][NH2:17])=[CH:18][CH:19]=2)[CH2:7][CH2:8][CH2:9][CH2:10]1. (2) The product is: [C:24]([C:22]1[CH:21]=[CH:20][C:19]([O:27][CH:28]([CH3:30])[CH3:29])=[C:18]([NH:17][C:14]2[S:15][CH:16]=[C:12]([C:8]3[S:7][C:6]([C:4]([OH:5])=[O:3])=[N:10][C:9]=3[CH3:11])[N:13]=2)[CH:23]=1)(=[O:26])[NH2:25]. Given the reactants C([O:3][C:4]([C:6]1[S:7][C:8]([C:12]2[N:13]=[C:14]([NH:17][C:18]3[CH:23]=[C:22]([C:24](=[O:26])[NH2:25])[CH:21]=[CH:20][C:19]=3[O:27][CH:28]([CH3:30])[CH3:29])[S:15][CH:16]=2)=[C:9]([CH3:11])[N:10]=1)=[O:5])C.Br.[OH-].[Na+], predict the reaction product.